This data is from Forward reaction prediction with 1.9M reactions from USPTO patents (1976-2016). The task is: Predict the product of the given reaction. (1) Given the reactants [Cl:1][C:2]1[N:11]=[C:10]([N:12]2[CH2:17][CH2:16][O:15][CH2:14][CH2:13]2)[C:9]2[C:4](=[CH:5][C:6]([C:18]3[O:22][C:21]([CH:23]=[O:24])=[CH:20][CH:19]=3)=[CH:7][CH:8]=2)[N:3]=1.[CH3:25][Mg]Br.C(OCC)C, predict the reaction product. The product is: [Cl:1][C:2]1[N:11]=[C:10]([N:12]2[CH2:13][CH2:14][O:15][CH2:16][CH2:17]2)[C:9]2[C:4](=[CH:5][C:6]([C:18]3[O:22][C:21]([CH:23]([OH:24])[CH3:25])=[CH:20][CH:19]=3)=[CH:7][CH:8]=2)[N:3]=1. (2) Given the reactants C1(P(C2C=CC=CC=2)C2C=CC=CC=2)C=CC=CC=1.[Br:20][C:21]1[C:22](=O)[C:23]2[C:31](=[CH:32][CH:33]=1)[C:30]1[C:25](=[CH:26][C:27]([Br:34])=[CH:28][CH:29]=1)[CH:24]=2.[C:36](Br)(Br)([Br:38])[Br:37], predict the reaction product. The product is: [Br:20][C:21]1[CH:33]=[CH:32][C:31]2[C:30]3[C:25](=[CH:26][C:27]([Br:34])=[CH:28][CH:29]=3)[C:24](=[C:36]([Br:38])[Br:37])[C:23]=2[CH:22]=1. (3) Given the reactants [F:1][C:2]([F:37])([F:36])[C:3]1[CH:8]=[C:7]([C:9]2[O:13][N:12]=[C:11]([C:14]3[CH:19]=[CH:18][C:17]([CH2:20][N:21]4[CH:25]=[CH:24][C:23]([C:26]([O:28]C)=[O:27])=[N:22]4)=[CH:16][CH:15]=3)[N:10]=2)[CH:6]=[CH:5][C:4]=1[C:30]1[CH:35]=[CH:34][CH:33]=[CH:32][CH:31]=1.[OH-].[Na+:39], predict the reaction product. The product is: [F:36][C:2]([F:1])([F:37])[C:3]1[CH:8]=[C:7]([C:9]2[O:13][N:12]=[C:11]([C:14]3[CH:15]=[CH:16][C:17]([CH2:20][N:21]4[CH:25]=[CH:24][C:23]([C:26]([O-:28])=[O:27])=[N:22]4)=[CH:18][CH:19]=3)[N:10]=2)[CH:6]=[CH:5][C:4]=1[C:30]1[CH:31]=[CH:32][CH:33]=[CH:34][CH:35]=1.[Na+:39]. (4) The product is: [C:1]1([C:9]2[CH:14]=[C:13]([CH2:15][OH:16])[CH:12]=[CH:11][C:10]=2[C:19]2[CH:24]=[C:23]([O:25][CH3:26])[CH:22]=[CH:21][C:20]=2[F:27])[CH2:8][CH2:7][CH2:6][CH2:5][CH2:4][CH2:3][CH:2]=1. Given the reactants [C:1]1([C:9]2[CH:14]=[C:13]([C:15](OC)=[O:16])[CH:12]=[CH:11][C:10]=2[C:19]2[CH:24]=[C:23]([O:25][CH3:26])[CH:22]=[CH:21][C:20]=2[F:27])[CH2:8][CH2:7][CH2:6][CH2:5][CH2:4][CH2:3][CH:2]=1.C1COCC1.[H-].[H-].[H-].[H-].[Li+].[Al+3].[OH-].[Na+], predict the reaction product. (5) Given the reactants [O:1]=[C:2]([CH:12]=[CH2:13])[CH2:3][CH2:4][CH2:5][CH2:6][CH2:7][CH2:8][C:9]([OH:11])=[O:10].[BH4-].[Na+].Cl, predict the reaction product. The product is: [OH:1][CH:2]([CH:12]=[CH2:13])[CH2:3][CH2:4][CH2:5][CH2:6][CH2:7][CH2:8][C:9]([OH:11])=[O:10]. (6) Given the reactants [Br:1][C:2]1[CH:3]=[C:4](/[CH:7]=[CH:8]/[C:9]([OH:11])=O)[S:5][CH:6]=1.C(N(CC)CC)C.[N-:19]=[N+:20]=[N-:21].[Na+], predict the reaction product. The product is: [Br:1][C:2]1[CH:3]=[C:4](/[CH:7]=[CH:8]/[C:9]([N:19]=[N+:20]=[N-:21])=[O:11])[S:5][CH:6]=1. (7) Given the reactants O.[OH:2][C:3]1[C:11]2[N:10]=NN[C:7]=2[CH:6]=CC=1.C(N(C(C)C)C(C)C)C.Cl.CN(C)CCCN=C=NCC.[F:33][C:34]1[CH:39]=[CH:38][C:37]([C:40]2[C:44]([CH2:45][O:46][C:47]3[CH:55]=[CH:54][C:50]([C:51]([OH:53])=O)=[CH:49][N:48]=3)=[C:43]([CH2:56][OH:57])[O:42][N:41]=2)=[CH:36][CH:35]=1.N[C@@H](CC)CO, predict the reaction product. The product is: [F:33][C:34]1[CH:39]=[CH:38][C:37]([C:40]2[C:44]([CH2:45][O:46][C:47]3[CH:55]=[CH:54][C:50]([C:51]([NH:10][C@H:11]([CH2:3][OH:2])[CH2:7][CH3:6])=[O:53])=[CH:49][N:48]=3)=[C:43]([CH2:56][OH:57])[O:42][N:41]=2)=[CH:36][CH:35]=1.